This data is from Forward reaction prediction with 1.9M reactions from USPTO patents (1976-2016). The task is: Predict the product of the given reaction. (1) Given the reactants Br[C:2]1[CH:20]=[CH:19][C:5]([O:6][CH2:7][CH:8]2[CH2:13][CH2:12][N:11]([CH2:14][C:15]([F:18])([CH3:17])[CH3:16])[CH2:10][CH2:9]2)=[CH:4][CH:3]=1.[Li]CCCC.[B:26](OC(C)C)([O:31]C(C)C)[O:27]C(C)C.Cl, predict the reaction product. The product is: [F:18][C:15]([CH3:17])([CH3:16])[CH2:14][N:11]1[CH2:12][CH2:13][CH:8]([CH2:7][O:6][C:5]2[CH:19]=[CH:20][C:2]([B:26]([OH:31])[OH:27])=[CH:3][CH:4]=2)[CH2:9][CH2:10]1. (2) Given the reactants [F:1][C:2]([F:17])([F:16])[C:3]1[CH:12]=[CH:11][C:10]([CH:13]([OH:15])[CH3:14])=[C:9]2[C:4]=1[CH:5]=[CH:6][CH:7]=[N:8]2.N12CCCN=C1CCCCC2.[Cl:29][C:30]([Cl:34])([Cl:33])[C:31]#[N:32], predict the reaction product. The product is: [Cl:29][C:30]([Cl:34])([Cl:33])[C:31](=[NH:32])[O:15][CH:13]([C:10]1[CH:11]=[CH:12][C:3]([C:2]([F:16])([F:1])[F:17])=[C:4]2[C:9]=1[N:8]=[CH:7][CH:6]=[CH:5]2)[CH3:14].